Dataset: NCI-60 drug combinations with 297,098 pairs across 59 cell lines. Task: Regression. Given two drug SMILES strings and cell line genomic features, predict the synergy score measuring deviation from expected non-interaction effect. Drug 1: C1=C(C(=O)NC(=O)N1)N(CCCl)CCCl. Drug 2: C1CCC(C(C1)N)N.C(=O)(C(=O)[O-])[O-].[Pt+4]. Cell line: A549. Synergy scores: CSS=19.8, Synergy_ZIP=-1.61, Synergy_Bliss=1.38, Synergy_Loewe=-3.03, Synergy_HSA=2.89.